From a dataset of Reaction yield outcomes from USPTO patents with 853,638 reactions. Predict the reaction yield, written as a fraction of the theoretical maximum amount of product (1.0 means a 100% yield; for example, 0.34 means a 34% yield). (1) The yield is 0.589. The reactants are Cl.[CH2:2]([N:9]1[CH2:14][CH2:13][C:12]([NH:20][NH2:21])([C:15]([O:17]CC)=O)[CH2:11][CH2:10]1)[C:3]1[CH:8]=[CH:7][CH:6]=[CH:5][CH:4]=1.CO[C:24]([C:30]1[CH:35]=[CH:34][C:33]([O:36][C:37]2[CH:42]=[CH:41][CH:40]=[CH:39][CH:38]=2)=[CH:32][CH:31]=1)=[C:25]([C:28]#[N:29])[C:26]#[N:27].C([O-])([O-])=O.[K+].[K+]. The catalyst is CO. The product is [CH2:2]([N:9]1[CH2:10][CH2:11][C:12]2([N:20]3[N:21]=[C:24]([C:30]4[CH:35]=[CH:34][C:33]([O:36][C:37]5[CH:42]=[CH:41][CH:40]=[CH:39][CH:38]=5)=[CH:32][CH:31]=4)[C:25]([C:26]#[N:27])=[C:28]3[NH:29][C:15]2=[O:17])[CH2:13][CH2:14]1)[C:3]1[CH:4]=[CH:5][CH:6]=[CH:7][CH:8]=1. (2) The reactants are [CH:1]1[C:6]([S:7](Cl)(=[O:9])=[O:8])=[CH:5][CH:4]=[C:3]([I:11])[CH:2]=1.[NH3:12]. No catalyst specified. The product is [I:11][C:3]1[CH:4]=[CH:5][C:6]([S:7]([NH2:12])(=[O:9])=[O:8])=[CH:1][CH:2]=1. The yield is 1.00. (3) The reactants are [CH2:1]([Sn](CCCC)(CCCC)C=C)[CH2:2]CC.[Cl-].[Li+].Br[C:19]1[CH:20]=[CH:21][CH:22]=[C:23]2[C:27]=1[NH:26][CH:25]=[CH:24]2.O. The yield is 0.800. The product is [CH:1]([C:19]1[CH:20]=[CH:21][CH:22]=[C:23]2[C:27]=1[NH:26][CH:25]=[CH:24]2)=[CH2:2]. The catalyst is CN(C)C=O.C1([Pd-2](Cl)(Cl)C2C=CC=CC=2)C=CC=CC=1.C1(P(C2C=CC=CC=2)C2C=CC=CC=2)C=CC=CC=1.C(OCC)(=O)C. (4) The product is [C:1]([O:5][C:6](=[O:31])[CH2:7][C:8]1[CH:24]=[CH:23][C:11]([O:12][C:13]2[CH:22]=[CH:21][C:16]([C:17]([OH:19])=[O:18])=[CH:15][CH:14]=2)=[C:10]([CH2:25][NH:26][S:27]([CH3:30])(=[O:29])=[O:28])[CH:9]=1)([CH3:3])([CH3:4])[CH3:2]. The yield is 0.814. The catalyst is O1CCOCC1.O.C(OCC)(=O)C.Cl. The reactants are [C:1]([O:5][C:6](=[O:31])[CH2:7][C:8]1[CH:24]=[CH:23][C:11]([O:12][C:13]2[CH:22]=[CH:21][C:16]([C:17]([O:19]C)=[O:18])=[CH:15][CH:14]=2)=[C:10]([CH2:25][NH:26][S:27]([CH3:30])(=[O:29])=[O:28])[CH:9]=1)([CH3:4])([CH3:3])[CH3:2].O[Li].O. (5) The reactants are Cl[C:2]1[N:7]=[C:6]([C:8]2[CH:13]=[CH:12][CH:11]=[CH:10][CH:9]=2)[N:5]=[C:4]([C:14]([NH:16][C:17]2[CH:22]=[CH:21][CH:20]=[CH:19][C:18]=2[C:23]2[S:24][C:25]3[CH:26]=[N:27][CH:28]=[CH:29][C:30]=3[N:31]=2)=[O:15])[CH:3]=1.[CH3:32][O:33][CH2:34][CH2:35][NH2:36]. No catalyst specified. The product is [CH3:32][O:33][CH2:34][CH2:35][NH:36][C:2]1[N:7]=[C:6]([C:8]2[CH:13]=[CH:12][CH:11]=[CH:10][CH:9]=2)[N:5]=[C:4]([C:14]([NH:16][C:17]2[CH:22]=[CH:21][CH:20]=[CH:19][C:18]=2[C:23]2[S:24][C:25]3[CH:26]=[N:27][CH:28]=[CH:29][C:30]=3[N:31]=2)=[O:15])[CH:3]=1. The yield is 0.790. (6) The reactants are [OH:1][C:2]1[CH:7]=[CH:6][C:5]([CH2:8][C:9]([O:11][CH2:12][CH3:13])=[O:10])=[CH:4][CH:3]=1.CO.S(Cl)([Cl:19])(=O)=O. The catalyst is C(Cl)Cl. The product is [Cl:19][C:7]1[CH:6]=[C:5]([CH2:8][C:9]([O:11][CH2:12][CH3:13])=[O:10])[CH:4]=[CH:3][C:2]=1[OH:1]. The yield is 0.600. (7) The reactants are [CH3:1][NH:2][CH2:3][CH2:4][OH:5].[CH2:6]1[O:16][C:15]2[CH:14]=[CH:13][C:10]([CH2:11]Cl)=[CH:9][C:8]=2[O:7]1.[OH-].[Na+]. The catalyst is C(Cl)Cl. The product is [O:16]1[C:15]2[CH:14]=[CH:13][C:10]([CH2:11][N:2]([CH3:1])[CH2:3][CH2:4][OH:5])=[CH:9][C:8]=2[O:7][CH2:6]1. The yield is 0.830. (8) No catalyst specified. The product is [NH2:13][CH2:12][C@H:7]1[N:6]([CH2:1][CH2:2][CH:3]([CH3:4])[CH3:5])[C:10](=[O:11])[CH2:9][CH2:8]1. The yield is 1.00. The reactants are [CH2:1]([N:6]1[C:10](=[O:11])[CH2:9][CH2:8][C@H:7]1[CH2:12][N:13]1C(=O)C2C(=CC=CC=2)C1=O)[CH2:2][CH:3]([CH3:5])[CH3:4].C1(=O)NC(=O)C2=CC=CC=C12. (9) The reactants are [C:1](Cl)(=O)C(Cl)=O.[CH2:7]([N:14]([CH2:24][C:25]1[CH:30]=[CH:29][CH:28]=[CH:27][CH:26]=1)[CH:15]1[CH2:19][CH:18]([C:20](O)=[O:21])[CH:17]([CH3:23])[CH2:16]1)[C:8]1[CH:13]=[CH:12][CH:11]=[CH:10][CH:9]=1.CN(C=O)C.C[Si](C=[N+]=[N-])(C)C.[BrH:43].C([O-])(O)=O.[Na+]. The catalyst is C(Cl)Cl.C1COCC1.CC#N. The product is [Br:43][CH2:1][C:20]([CH:18]1[CH2:19][CH:15]([N:14]([CH2:24][C:25]2[CH:26]=[CH:27][CH:28]=[CH:29][CH:30]=2)[CH2:7][C:8]2[CH:9]=[CH:10][CH:11]=[CH:12][CH:13]=2)[CH2:16][CH:17]1[CH3:23])=[O:21]. The yield is 0.690.